Dataset: Reaction yield outcomes from USPTO patents with 853,638 reactions. Task: Predict the reaction yield, written as a fraction of the theoretical maximum amount of product (1.0 means a 100% yield; for example, 0.34 means a 34% yield). (1) The reactants are [F:1][C:2]1[C:3]([NH:20][C:21]2[CH:25]=[C:24]([O:26][CH:27]([CH3:29])[CH3:28])[NH:23][N:22]=2)=[N:4][C:5]([NH:10][C@H:11]([C:13]2[CH:18]=[CH:17][C:16]([F:19])=[CH:15][CH:14]=2)[CH3:12])=[C:6]([CH:9]=1)[C:7]#[N:8].Cl. The catalyst is CO.[Pd]. The product is [NH2:8][CH2:7][C:6]1[C:5]([NH:10][C@H:11]([C:13]2[CH:14]=[CH:15][C:16]([F:19])=[CH:17][CH:18]=2)[CH3:12])=[N:4][C:3]([NH:20][C:21]2[CH:25]=[C:24]([O:26][CH:27]([CH3:28])[CH3:29])[NH:23][N:22]=2)=[C:2]([F:1])[CH:9]=1. The yield is 0.770. (2) The reactants are Cl[C:2]1[N:7]=[C:6]([S:8][CH3:9])[N:5]=[C:4]([N:10]([CH3:17])[CH2:11][C:12]2[S:13][CH:14]=[CH:15][N:16]=2)[C:3]=1[F:18].O.[NH2:20][NH2:21]. The catalyst is CS(C)=O. The product is [F:18][C:3]1[C:4]([N:10]([CH3:17])[CH2:11][C:12]2[S:13][CH:14]=[CH:15][N:16]=2)=[N:5][C:6]([S:8][CH3:9])=[N:7][C:2]=1[NH:20][NH2:21]. The yield is 0.430. (3) The reactants are [C:1]([O:5][C:6]([NH:8][C@H:9]1[CH2:15][CH2:14][S:13][C@H:12]2[CH2:16][CH2:17][CH2:18][C@@H:19]([C:20]([O:22]C)=[O:21])[N:11]2[C:10]1=[O:24])=[O:7])([CH3:4])([CH3:3])[CH3:2].[OH-].[Na+].Cl. The catalyst is CO. The product is [C:1]([O:5][C:6]([NH:8][C@H:9]1[CH2:15][CH2:14][S:13][C@H:12]2[CH2:16][CH2:17][CH2:18][C@@H:19]([C:20]([OH:22])=[O:21])[N:11]2[C:10]1=[O:24])=[O:7])([CH3:4])([CH3:2])[CH3:3]. The yield is 0.990. (4) The reactants are P(Cl)(Cl)([Cl:3])=O.[CH2:6]([C:8]1[C:16]2[C:11](=[N+:12]([O-])[CH:13]=[CH:14][CH:15]=2)[NH:10][N:9]=1)[CH3:7]. The catalyst is ClC(Cl)C. The product is [Cl:3][C:15]1[CH:14]=[CH:13][N:12]=[C:11]2[NH:10][N:9]=[C:8]([CH2:6][CH3:7])[C:16]=12. The yield is 0.470.